Dataset: Catalyst prediction with 721,799 reactions and 888 catalyst types from USPTO. Task: Predict which catalyst facilitates the given reaction. (1) Reactant: [NH2:1][C@@H:2]([CH2:6][CH3:7])[C:3]([OH:5])=[O:4].Cl[C:9](Cl)([O:11]C(=O)OC(Cl)(Cl)Cl)Cl. Product: [CH2:6]([C@H:2]1[C:3](=[O:5])[O:4][C:9](=[O:11])[NH:1]1)[CH3:7]. The catalyst class is: 7. (2) Product: [N:1]([C:2]1[N:6]([C:7]2[CH:12]=[CH:11][CH:10]=[CH:9][CH:8]=2)[NH:5][C:4](=[O:13])[C:3]=1[CH3:14])=[C:29]=[O:30]. Reactant: [NH2:1][C:2]1[N:6]([C:7]2[CH:12]=[CH:11][CH:10]=[CH:9][CH:8]=2)[NH:5][C:4](=[O:13])[C:3]=1[CH3:14].C(N(C(C)C)C(C)C)C.N1([C:29](N2C=CN=C2)=[O:30])C=CN=C1. The catalyst class is: 3. (3) Reactant: Cl.[CH2:2]([N:6]1[C:21]2[C:16](=[CH:17][CH:18]=[CH:19][CH:20]=2)[C:8]([CH2:9][C@@H:10]([C:12]([O:14][CH3:15])=[O:13])[NH2:11])=[CH:7]1)[CH2:3][CH2:4][CH3:5].C(N(CC)CC)C.[F:29][C:30]1[CH:40]=[CH:39][CH:38]=[CH:37][C:31]=1[CH:32]=[CH:33][C:34](O)=[O:35].CCN=C=NCCCN(C)C.Cl. Product: [CH2:2]([N:6]1[C:21]2[C:16](=[CH:17][CH:18]=[CH:19][CH:20]=2)[C:8]([CH2:9][C@@H:10]([C:12]([O:14][CH3:15])=[O:13])[NH:11][C:34](=[O:35])[CH:33]=[CH:32][C:31]2[CH:37]=[CH:38][CH:39]=[CH:40][C:30]=2[F:29])=[CH:7]1)[CH2:3][CH2:4][CH3:5]. The catalyst class is: 2. (4) The catalyst class is: 7. Product: [CH2:19]([C:7]1[C:6]([CH2:5][CH2:4][OH:3])=[C:10]([CH2:11][CH3:12])[N:9]([C:13]2[CH:18]=[CH:17][CH:16]=[CH:15][N:14]=2)[N:8]=1)[CH3:20]. Reactant: C([O:3][C:4](=O)[CH2:5][C:6]1[C:7]([CH2:19][CH3:20])=[N:8][N:9]([C:13]2[CH:18]=[CH:17][CH:16]=[CH:15][N:14]=2)[C:10]=1[CH2:11][CH3:12])C.[H-].C([Al+]CC(C)C)C(C)C. (5) Product: [F:1][CH2:2][C:3]1([CH3:6])[CH2:10][O:9][C:8](=[O:17])[NH:7]1. Reactant: [F:1][CH2:2][C:3]([NH:7][C:8](=[O:17])[O:9][CH2:10]C1C=CC=CC=1)([CH3:6])CO.[H-].[Na+].CC(O)=O. The catalyst class is: 1. (6) Reactant: [CH3:1][CH2:2][C@H:3]1[O:18][C:16](=[O:17])[C@H:15]([CH3:19])[C@@H:14]([O:20][C@@H:21]2[O:26][C@@H:25]([CH3:27])[C@H:24]([OH:28])[C@@:23]([O:30][CH3:31])([CH3:29])[CH2:22]2)[C@H:13]([CH3:32])[C@@H:12]([O:33][C@@H:34]2[O:39][C@H:38]([CH3:40])[CH2:37][C@H:36]([N:41]([CH3:43])[CH3:42])[C@H:35]2[OH:44])[C@@:11]([OH:46])([CH3:45])[CH2:10][C@@H:9]([CH3:47])[C:7](=[O:8])[C@H:6]([CH3:48])[C@@H:5]([OH:49])[C@@:4]1([OH:51])[CH3:50].C(S)#N. Product: [CH3:1][CH2:2][C@H:3]1[O:18][C:16](=[O:17])[C@H:15]([CH3:19])[C@@H:14]([O:20][C@@H:21]2[O:26][C@@H:25]([CH3:27])[C@H:24]([OH:28])[C@@:23]([O:30][CH3:31])([CH3:29])[CH2:22]2)[C@H:13]([CH3:32])[C@@H:12]([O:33][C@@H:34]2[O:39][C@H:38]([CH3:40])[CH2:37][C@H:36]([N:41]([CH3:42])[CH3:43])[C@H:35]2[OH:44])[C@@:11]([OH:46])([CH3:45])[CH2:10][C@@H:9]([CH3:47])[C:7](=[O:8])[C@H:6]([CH3:48])[C@@H:5]([OH:49])[C@@:4]1([OH:51])[CH3:50]. The catalyst class is: 4.